Dataset: Reaction yield outcomes from USPTO patents with 853,638 reactions. Task: Predict the reaction yield, written as a fraction of the theoretical maximum amount of product (1.0 means a 100% yield; for example, 0.34 means a 34% yield). (1) The reactants are [CH3:1][C:2]1[S:6][C:5]2[CH:7]=[C:8]([O:11][C:12]3[CH:17]=[CH:16][N:15]=[C:14]4[CH:18]=[C:19]([C:21]5[N:22]([CH3:26])[CH:23]=[CH:24][N:25]=5)[S:20][C:13]=34)[CH:9]=[CH:10][C:4]=2[C:3]=1[C:27]([OH:29])=O.C([N:33](CC)[CH:34]([CH3:36])[CH3:35])(C)C.CN(C(ON1N=NC2C=CC=CC1=2)=[N+](C)C)C.F[P-](F)(F)(F)(F)F. The catalyst is CN(C=O)C. The product is [CH:34]1([NH:33][C:27]([C:3]2[C:4]3[CH:10]=[CH:9][C:8]([O:11][C:12]4[CH:17]=[CH:16][N:15]=[C:14]5[CH:18]=[C:19]([C:21]6[N:22]([CH3:26])[CH:23]=[CH:24][N:25]=6)[S:20][C:13]=45)=[CH:7][C:5]=3[S:6][C:2]=2[CH3:1])=[O:29])[CH2:36][CH2:35]1. The yield is 0.710. (2) The reactants are [CH:1]([C:3]1[CH:4]=[C:5](B(O)O)[CH:6]=[CH:7][CH:8]=1)=[O:2].Br[C:13]1[CH:14]=[C:15]2[C:19](=[C:20]([C:22]([NH2:24])=[O:23])[CH:21]=1)[NH:18][CH:17]=[C:16]2[CH:25]1[CH2:30][CH2:29][S:28](=[O:32])(=[O:31])[CH2:27][CH2:26]1.C(=O)([O-])[O-].[K+].[K+].O. The catalyst is O1CCOCC1.C1C=CC(P(C2C=CC=CC=2)[C-]2C=CC=C2)=CC=1.C1C=CC(P(C2C=CC=CC=2)[C-]2C=CC=C2)=CC=1.Cl[Pd]Cl.[Fe+2]. The product is [O:32]=[S:28]1(=[O:31])[CH2:29][CH2:30][CH:25]([C:16]2[C:15]3[C:19](=[C:20]([C:22]([NH2:24])=[O:23])[CH:21]=[C:13]([C:5]4[CH:6]=[CH:7][CH:8]=[C:3]([CH:1]=[O:2])[CH:4]=4)[CH:14]=3)[NH:18][CH:17]=2)[CH2:26][CH2:27]1. The yield is 1.00. (3) The reactants are [Br:1][C:2]1[CH:7]=[N:6][C:5](I)=[CH:4][N:3]=1.C[C:10]1([CH3:17])[CH2:15][CH2:14][NH:13][C:12](=[O:16])[CH2:11]1. The catalyst is C1(C)C=CC=CC=1.C1C=CC(/C=C/C(/C=C/C2C=CC=CC=2)=O)=CC=1.C1C=CC(/C=C/C(/C=C/C2C=CC=CC=2)=O)=CC=1.C1C=CC(/C=C/C(/C=C/C2C=CC=CC=2)=O)=CC=1.[Pd].[Pd].C1(P(C2C=CC=CC=2)C2C3OC4C(=CC=CC=4P(C4C=CC=CC=4)C4C=CC=CC=4)C(C)(C)C=3C=CC=2)C=CC=CC=1. The product is [Br:1][C:2]1[N:3]=[CH:4][C:5]([N:13]2[CH2:14][C:10]([CH3:15])([CH3:17])[CH2:11][C:12]2=[O:16])=[N:6][CH:7]=1. The yield is 0.530. (4) The reactants are [NH2:1][C:2]1[CH:3]=[CH:4][C:5]([CH3:24])=[C:6]([CH:23]=1)[O:7][C:8]1[CH:9]=[CH:10][C:11]2[N:12]([CH:14]=[C:15]([NH:17][C:18]([CH:20]3[CH2:22][CH2:21]3)=[O:19])[N:16]=2)[N:13]=1.[C:25]([C:27]1([C:30]2[CH:31]=[C:32]([CH:36]=[CH:37][CH:38]=2)[C:33](O)=[O:34])[CH2:29][CH2:28]1)#[N:26].Cl.CN(C)CCCN=C=NCC.ON1C2C=CC=CC=2N=N1. The catalyst is CN(C)C=O. The product is [C:25]([C:27]1([C:30]2[CH:31]=[C:32]([CH:36]=[CH:37][CH:38]=2)[C:33]([NH:1][C:2]2[CH:3]=[CH:4][C:5]([CH3:24])=[C:6]([O:7][C:8]3[CH:9]=[CH:10][C:11]4[N:12]([CH:14]=[C:15]([NH:17][C:18]([CH:20]5[CH2:22][CH2:21]5)=[O:19])[N:16]=4)[N:13]=3)[CH:23]=2)=[O:34])[CH2:28][CH2:29]1)#[N:26]. The yield is 0.750. (5) The reactants are [C:1]([CH:5]1[CH2:13][C:12]2[C:7](=[CH:8][CH:9]=[C:10]([NH:14][C:15]([C:17]3([C:20]4[CH:30]=[CH:29][C:23]5[O:24][C:25]([F:28])([F:27])[O:26][C:22]=5[CH:21]=4)[CH2:19][CH2:18]3)=[O:16])[CH:11]=2)[N:6]1[CH2:31][CH2:32]C#N)([CH3:4])([CH3:3])[CH3:2].[Cl:35]CC=O.[BH-](OC(C)=O)(OC(C)=O)OC(C)=O.[Na+]. The catalyst is ClCCl. The product is [C:1]([CH:5]1[CH2:13][C:12]2[C:7](=[CH:8][CH:9]=[C:10]([NH:14][C:15]([C:17]3([C:20]4[CH:30]=[CH:29][C:23]5[O:24][C:25]([F:28])([F:27])[O:26][C:22]=5[CH:21]=4)[CH2:19][CH2:18]3)=[O:16])[CH:11]=2)[N:6]1[CH2:31][CH2:32][Cl:35])([CH3:4])([CH3:3])[CH3:2]. The yield is 0.630.